Regression. Given a peptide amino acid sequence and an MHC pseudo amino acid sequence, predict their binding affinity value. This is MHC class II binding data. From a dataset of Peptide-MHC class II binding affinity with 134,281 pairs from IEDB. (1) The peptide sequence is QRPFQYILLVLGIAL. The MHC is HLA-DPA10301-DPB10402 with pseudo-sequence HLA-DPA10301-DPB10402. The binding affinity (normalized) is 0. (2) The peptide sequence is NNALQNLARTISEAG. The MHC is HLA-DQA10401-DQB10402 with pseudo-sequence HLA-DQA10401-DQB10402. The binding affinity (normalized) is 0.393. (3) The peptide sequence is LGVLLLIGCWYCRRRNGYR. The MHC is HLA-DPA10201-DPB10101 with pseudo-sequence HLA-DPA10201-DPB10101. The binding affinity (normalized) is 0.412. (4) The peptide sequence is NFRFLTEKGMKNVFD. The MHC is DRB1_0405 with pseudo-sequence DRB1_0405. The binding affinity (normalized) is 0.322. (5) The peptide sequence is QAAVVRFQEAANKQK. The MHC is HLA-DQA10301-DQB10302 with pseudo-sequence HLA-DQA10301-DQB10302. The binding affinity (normalized) is 0.423. (6) The peptide sequence is MWRSRADEINAIFEE. The MHC is DRB5_0101 with pseudo-sequence DRB5_0101. The binding affinity (normalized) is 0. (7) The peptide sequence is GANYFLQISRVNDLN. The MHC is HLA-DQA10501-DQB10201 with pseudo-sequence HLA-DQA10501-DQB10201. The binding affinity (normalized) is 0.444.